Task: Regression. Given two drug SMILES strings and cell line genomic features, predict the synergy score measuring deviation from expected non-interaction effect.. Dataset: NCI-60 drug combinations with 297,098 pairs across 59 cell lines (1) Drug 1: C1=CC=C(C=C1)NC(=O)CCCCCCC(=O)NO. Drug 2: B(C(CC(C)C)NC(=O)C(CC1=CC=CC=C1)NC(=O)C2=NC=CN=C2)(O)O. Cell line: A549. Synergy scores: CSS=43.0, Synergy_ZIP=0.175, Synergy_Bliss=3.73, Synergy_Loewe=-26.4, Synergy_HSA=3.28. (2) Drug 1: C1=CC(=CC=C1CC(C(=O)O)N)N(CCCl)CCCl.Cl. Drug 2: CC1=C(C=C(C=C1)C(=O)NC2=CC(=CC(=C2)C(F)(F)F)N3C=C(N=C3)C)NC4=NC=CC(=N4)C5=CN=CC=C5. Cell line: HOP-92. Synergy scores: CSS=15.0, Synergy_ZIP=-4.98, Synergy_Bliss=-3.19, Synergy_Loewe=-4.39, Synergy_HSA=-3.38. (3) Drug 1: C1=NC2=C(N=C(N=C2N1C3C(C(C(O3)CO)O)O)F)N. Drug 2: CN(CCCl)CCCl.Cl. Cell line: NCI-H522. Synergy scores: CSS=44.7, Synergy_ZIP=-7.89, Synergy_Bliss=-3.99, Synergy_Loewe=1.19, Synergy_HSA=3.19. (4) Drug 1: CC1=C2C(C(=O)C3(C(CC4C(C3C(C(C2(C)C)(CC1OC(=O)C(C(C5=CC=CC=C5)NC(=O)C6=CC=CC=C6)O)O)OC(=O)C7=CC=CC=C7)(CO4)OC(=O)C)O)C)OC(=O)C. Drug 2: C1CCC(C(C1)N)N.C(=O)(C(=O)[O-])[O-].[Pt+4]. Cell line: HOP-62. Synergy scores: CSS=17.4, Synergy_ZIP=-3.02, Synergy_Bliss=0.651, Synergy_Loewe=1.42, Synergy_HSA=3.07. (5) Drug 1: C1=CC(=C2C(=C1NCCNCCO)C(=O)C3=C(C=CC(=C3C2=O)O)O)NCCNCCO. Drug 2: C1=C(C(=O)NC(=O)N1)N(CCCl)CCCl. Cell line: HS 578T. Synergy scores: CSS=43.8, Synergy_ZIP=2.97, Synergy_Bliss=3.47, Synergy_Loewe=-4.70, Synergy_HSA=7.75.